From a dataset of Forward reaction prediction with 1.9M reactions from USPTO patents (1976-2016). Predict the product of the given reaction. (1) Given the reactants [CH3:1][Si:2]([C:5]#[CH:6])([CH3:4])[CH3:3].C([Li])CCC.[F:12][C:13]([C:16]([CH2:18][CH3:19])=[O:17])([F:15])[F:14].[Cl-].[NH4+], predict the reaction product. The product is: [F:12][C:13]([F:15])([F:14])[C:16]([OH:17])([CH2:18][CH3:19])[C:6]#[C:5][Si:2]([CH3:4])([CH3:3])[CH3:1]. (2) Given the reactants Br[C:2]1[CH:3]=[C:4]([C:8]2[C:9]([Cl:19])=[C:10]3[C:14](=[CH:15][CH:16]=2)[N:13]([CH3:17])[C:12](=[O:18])[CH2:11]3)[CH:5]=[N:6][CH:7]=1.[CH:20]1([B-](F)(F)F)[CH2:22][CH2:21]1.[K+].C1COCC1.P([O-])([O-])([O-])=O.[K+].[K+].[K+], predict the reaction product. The product is: [Cl:19][C:9]1[C:8]([C:4]2[CH:5]=[N:6][CH:7]=[C:2]([CH:20]3[CH2:22][CH2:21]3)[CH:3]=2)=[CH:16][CH:15]=[C:14]2[C:10]=1[CH2:11][C:12](=[O:18])[N:13]2[CH3:17].